From a dataset of Forward reaction prediction with 1.9M reactions from USPTO patents (1976-2016). Predict the product of the given reaction. (1) Given the reactants [OH:1][C:2]1[CH:7]=[C:6]([OH:8])[N:5]=[C:4]([C:9]2[CH:14]=[CH:13][C:12]([F:15])=[CH:11][CH:10]=2)[N:3]=1.C(=O)([O-])[O-].[Na+].[Na+].[N+:22]([O-])([OH:24])=[O:23], predict the reaction product. The product is: [F:15][C:12]1[CH:13]=[CH:14][C:9]([C:4]2[N:5]=[C:6]([OH:8])[C:7]([N+:22]([O-:24])=[O:23])=[C:2]([OH:1])[N:3]=2)=[CH:10][CH:11]=1. (2) Given the reactants [CH2:1]([N:3]([CH2:20][CH3:21])[CH2:4][CH2:5][N:6]1[CH2:12][CH2:11][CH2:10][C:9]2[NH:13][C:14]([CH:17]=O)=[C:15]([CH3:16])[C:8]=2[C:7]1=[O:19])[CH3:2].[F:22][C:23]1[C:28]([F:29])=[CH:27][CH:26]=[CH:25][C:24]=1[C:30]1[C:38]([F:39])=[CH:37][CH:36]=[C:35]2[C:31]=1[CH2:32][C:33](=[O:40])[NH:34]2.N1CCCCC1, predict the reaction product. The product is: [CH2:1]([N:3]([CH2:20][CH3:21])[CH2:4][CH2:5][N:6]1[CH2:12][CH2:11][CH2:10][C:9]2[NH:13][C:14](/[CH:17]=[C:32]3\[C:33](=[O:40])[NH:34][C:35]4[C:31]\3=[C:30]([C:24]3[CH:25]=[CH:26][CH:27]=[C:28]([F:29])[C:23]=3[F:22])[C:38]([F:39])=[CH:37][CH:36]=4)=[C:15]([CH3:16])[C:8]=2[C:7]1=[O:19])[CH3:2]. (3) Given the reactants [CH:1]1([CH2:6][C@H:7]([CH2:18][C:19]([O:21][C:22]([CH3:25])([CH3:24])[CH3:23])=[O:20])[C:8]([N:10]2[CH:14]([C:15](O)=[O:16])[CH2:13][CH:12]=[N:11]2)=[O:9])[CH2:5][CH2:4][CH2:3][CH2:2]1.COC1N=C(OC)N=C([N+]2(C)CCOCC2)N=1.CN1CCOCC1.[NH2:50][C:51]1[CH:56]=[CH:55][CH:54]=[CH:53][CH:52]=1, predict the reaction product. The product is: [CH:1]1([CH2:6][C@@H:7]([C:8](=[O:9])[N:10]2[CH:14]([C:15]([NH:50][C:51]3[CH:56]=[CH:55][CH:54]=[CH:53][CH:52]=3)=[O:16])[CH2:13][CH:12]=[N:11]2)[CH2:18][C:19]([O:21][C:22]([CH3:23])([CH3:24])[CH3:25])=[O:20])[CH2:5][CH2:4][CH2:3][CH2:2]1. (4) Given the reactants [Br-].[O:2]1[C:6]2[CH:7]=[CH:8][C:9]([CH2:11][P+](C3C=CC=CC=3)(C3C=CC=CC=3)C3C=CC=CC=3)=[CH:10][C:5]=2[O:4][CH2:3]1.[CH3:31][O:32][C:33]1[CH:38]=[CH:37][C:36]([CH2:39][CH:40]([CH3:43])[CH:41]=O)=[CH:35][CH:34]=1.CC(O)=O, predict the reaction product. The product is: [CH3:31][O:32][C:33]1[CH:38]=[CH:37][C:36]([CH2:39][CH:40]([CH3:43])[CH:41]=[CH:11][C:9]2[CH:8]=[CH:7][C:6]3[O:2][CH2:3][O:4][C:5]=3[CH:10]=2)=[CH:35][CH:34]=1. (5) Given the reactants C(OC([N:8]1[CH2:13][CH2:12][N:11]([C:14](=[O:39])[CH2:15][NH:16][C:17]([C:19]2[C:20]([O:37][CH3:38])=[C:21]3[C:25](=[CH:26][CH:27]=2)[NH:24][N:23]=[C:22]3/[CH:28]=[CH:29]/[C:30]2[CH:35]=[CH:34][C:33]([F:36])=[CH:32][CH:31]=2)=[O:18])[CH2:10][CH2:9]1)=O)(C)(C)C.FC(F)(F)C(O)=O, predict the reaction product. The product is: [O:39]=[C:14]([N:11]1[CH2:10][CH2:9][NH:8][CH2:13][CH2:12]1)[CH2:15][NH:16][C:17]([C:19]1[C:20]([O:37][CH3:38])=[C:21]2[C:25](=[CH:26][CH:27]=1)[NH:24][N:23]=[C:22]2/[CH:28]=[CH:29]/[C:30]1[CH:31]=[CH:32][C:33]([F:36])=[CH:34][CH:35]=1)=[O:18]. (6) Given the reactants [Li+].[OH-].C[O:4][C:5]([C:7]1[S:8][C:9]([C:13]([CH2:31][CH3:32])([C:16]2[CH:21]=[CH:20][C:19]([CH2:22][CH2:23][CH:24]([OH:29])[C:25]([CH3:28])([CH3:27])[CH3:26])=[C:18]([CH3:30])[CH:17]=2)[CH2:14][CH3:15])=[CH:10][C:11]=1[CH3:12])=[O:6], predict the reaction product. The product is: [CH2:14]([C:13]([C:9]1[S:8][C:7]([C:5]([OH:6])=[O:4])=[C:11]([CH3:12])[CH:10]=1)([C:16]1[CH:21]=[CH:20][C:19]([CH2:22][CH2:23][CH:24]([OH:29])[C:25]([CH3:27])([CH3:28])[CH3:26])=[C:18]([CH3:30])[CH:17]=1)[CH2:31][CH3:32])[CH3:15].